From a dataset of Full USPTO retrosynthesis dataset with 1.9M reactions from patents (1976-2016). Predict the reactants needed to synthesize the given product. (1) The reactants are: Cl.[NH2+:2]1[CH2:7][CH2:6][CH2:5][C@@H:4]2[C:8]3[CH:9]=[CH:10][CH:11]=[CH:12][C:13]=3[CH2:14][C@@H:3]12.C(N(CC)CC)C.Br[CH2:23][CH2:24][CH3:25]. Given the product [CH2:23]([N:2]1[CH2:7][CH2:6][CH2:5][C@@H:4]2[C:8]3[CH:9]=[CH:10][CH:11]=[CH:12][C:13]=3[CH2:14][C@@H:3]12)[CH2:24][CH3:25], predict the reactants needed to synthesize it. (2) The reactants are: [CH3:1]C(C)([O-])C.[K+].[CH2:7]([N:14]1[CH2:28][CH:17]2[C:18]3[CH:19]=[C:20]([O:26][CH3:27])[CH:21]=[CH:22][C:23]=3[C:24](=O)[CH:16]2[CH2:15]1)[C:8]1[CH:13]=[CH:12][CH:11]=[CH:10][CH:9]=1. Given the product [CH2:7]([N:14]1[CH2:15][CH:16]2[C:24](=[CH2:1])[C:23]3[CH:22]=[CH:21][C:20]([O:26][CH3:27])=[CH:19][C:18]=3[CH:17]2[CH2:28]1)[C:8]1[CH:9]=[CH:10][CH:11]=[CH:12][CH:13]=1, predict the reactants needed to synthesize it.